Dataset: Catalyst prediction with 721,799 reactions and 888 catalyst types from USPTO. Task: Predict which catalyst facilitates the given reaction. (1) Reactant: Cl[C:2]1[C:11]2[C:6](=[CH:7][C:8]([O:14][CH3:15])=[C:9]([O:12][CH3:13])[CH:10]=2)[N:5]=[CH:4][CH:3]=1.[Br:16][C:17]1[C:22]([OH:23])=[CH:21][CH:20]=[CH:19][N:18]=1. Product: [Br:16][C:17]1[C:22]([O:23][C:2]2[C:11]3[C:6](=[CH:7][C:8]([O:14][CH3:15])=[C:9]([O:12][CH3:13])[CH:10]=3)[N:5]=[CH:4][CH:3]=2)=[CH:21][CH:20]=[CH:19][N:18]=1. The catalyst class is: 420. (2) Reactant: [F:1][C:2]([F:17])([F:16])[CH:3]([C:5]1[CH:10]=[CH:9][C:8]([C:11]2[CH:15]=[CH:14][O:13][CH:12]=2)=[CH:7][CH:6]=1)[OH:4].[NH2:18][C:19]1[N:24]=[C:23](Cl)[CH:22]=[C:21]([Cl:26])[N:20]=1.C(=O)([O-])[O-].[Cs+].[Cs+].O1CCOCC1. Product: [Cl:26][C:21]1[CH:22]=[C:23]([O:4][CH:3]([C:5]2[CH:6]=[CH:7][C:8]([C:11]3[CH:15]=[CH:14][O:13][CH:12]=3)=[CH:9][CH:10]=2)[C:2]([F:1])([F:16])[F:17])[N:24]=[C:19]([NH2:18])[N:20]=1. The catalyst class is: 13. (3) Reactant: Br[C:2]1[C:3]([N:20]([CH3:25])[S:21]([CH3:24])(=[O:23])=[O:22])=[CH:4][C:5]2[O:9][C:8]([N:10]3[CH:14]=[CH:13][N:12]=[CH:11]3)=[C:7]([C:15]([NH:17][CH3:18])=[O:16])[C:6]=2[CH:19]=1.[CH3:26][C:27]1([CH3:43])[C:31]([CH3:33])([CH3:32])[O:30][B:29]([B:29]2[O:30][C:31]([CH3:33])([CH3:32])[C:27]([CH3:43])([CH3:26])[O:28]2)[O:28]1.CC([O-])=O.[K+]. Product: [N:10]1([C:8]2[O:9][C:5]3[CH:4]=[C:3]([N:20]([CH3:25])[S:21]([CH3:24])(=[O:23])=[O:22])[C:2]([B:29]4[O:30][C:31]([CH3:33])([CH3:32])[C:27]([CH3:43])([CH3:26])[O:28]4)=[CH:19][C:6]=3[C:7]=2[C:15]([NH:17][CH3:18])=[O:16])[CH:14]=[CH:13][N:12]=[CH:11]1. The catalyst class is: 75. (4) Reactant: [F:1][C:2]([F:16])([F:15])[C:3]1[CH:8]=[CH:7][C:6]([N:9]2[CH2:14][CH2:13][NH:12][CH2:11][CH2:10]2)=[CH:5][CH:4]=1.[O-]CC.[Na+].[CH3:21][O:22][C:23](=[O:27])[C:24]([CH3:26])=[CH2:25]. The catalyst class is: 8. Product: [CH3:21][O:22][C:23](=[O:27])[CH:24]([CH3:26])[CH2:25][N:12]1[CH2:13][CH2:14][N:9]([C:6]2[CH:5]=[CH:4][C:3]([C:2]([F:1])([F:15])[F:16])=[CH:8][CH:7]=2)[CH2:10][CH2:11]1. (5) Reactant: [Cl:1][C:2]1[CH:3]=[C:4]([NH:26][C:27]([C:29]2[S:33][C:32]3[CH:34]=[CH:35][C:36]([NH:38][S:39]([CH:42]=[CH2:43])(=[O:41])=[O:40])=[CH:37][C:31]=3[CH:30]=2)=[O:28])[CH:5]=[C:6]([C:8]([C:11]2[CH:16]=[C:15]([O:17][C:18]([F:21])([F:20])[F:19])[CH:14]=[C:13]([O:22][CH:23]([CH3:25])[CH3:24])[CH:12]=2)([CH3:10])[CH3:9])[CH:7]=1.[NH:44]([CH3:46])[CH3:45]. The catalyst class is: 1. Product: [Cl:1][C:2]1[CH:3]=[C:4]([NH:26][C:27]([C:29]2[S:33][C:32]3[CH:34]=[CH:35][C:36]([NH:38][S:39]([CH2:42][CH2:43][N:44]([CH3:46])[CH3:45])(=[O:40])=[O:41])=[CH:37][C:31]=3[CH:30]=2)=[O:28])[CH:5]=[C:6]([C:8]([C:11]2[CH:16]=[C:15]([O:17][C:18]([F:21])([F:19])[F:20])[CH:14]=[C:13]([O:22][CH:23]([CH3:24])[CH3:25])[CH:12]=2)([CH3:10])[CH3:9])[CH:7]=1.